This data is from NCI-60 drug combinations with 297,098 pairs across 59 cell lines. The task is: Regression. Given two drug SMILES strings and cell line genomic features, predict the synergy score measuring deviation from expected non-interaction effect. (1) Drug 1: COC1=NC(=NC2=C1N=CN2C3C(C(C(O3)CO)O)O)N. Drug 2: CS(=O)(=O)OCCCCOS(=O)(=O)C. Cell line: SNB-75. Synergy scores: CSS=1.24, Synergy_ZIP=-1.55, Synergy_Bliss=3.65, Synergy_Loewe=2.23, Synergy_HSA=2.02. (2) Drug 1: CNC(=O)C1=CC=CC=C1SC2=CC3=C(C=C2)C(=NN3)C=CC4=CC=CC=N4. Drug 2: CC1=C2C(C(=O)C3(C(CC4C(C3C(C(C2(C)C)(CC1OC(=O)C(C(C5=CC=CC=C5)NC(=O)OC(C)(C)C)O)O)OC(=O)C6=CC=CC=C6)(CO4)OC(=O)C)O)C)O. Cell line: ACHN. Synergy scores: CSS=25.6, Synergy_ZIP=-7.35, Synergy_Bliss=-3.05, Synergy_Loewe=-13.8, Synergy_HSA=-3.37. (3) Drug 1: CN1CCC(CC1)COC2=C(C=C3C(=C2)N=CN=C3NC4=C(C=C(C=C4)Br)F)OC. Drug 2: COC1=CC(=CC(=C1O)OC)C2C3C(COC3=O)C(C4=CC5=C(C=C24)OCO5)OC6C(C(C7C(O6)COC(O7)C8=CC=CS8)O)O. Cell line: OVCAR3. Synergy scores: CSS=32.9, Synergy_ZIP=-12.0, Synergy_Bliss=-3.31, Synergy_Loewe=-14.2, Synergy_HSA=-0.383. (4) Synergy scores: CSS=7.72, Synergy_ZIP=-0.591, Synergy_Bliss=1.95, Synergy_Loewe=-4.43, Synergy_HSA=1.97. Cell line: UO-31. Drug 2: CCC1(CC2CC(C3=C(CCN(C2)C1)C4=CC=CC=C4N3)(C5=C(C=C6C(=C5)C78CCN9C7C(C=CC9)(C(C(C8N6C)(C(=O)OC)O)OC(=O)C)CC)OC)C(=O)OC)O.OS(=O)(=O)O. Drug 1: CNC(=O)C1=CC=CC=C1SC2=CC3=C(C=C2)C(=NN3)C=CC4=CC=CC=N4. (5) Drug 1: CCC1(CC2CC(C3=C(CCN(C2)C1)C4=CC=CC=C4N3)(C5=C(C=C6C(=C5)C78CCN9C7C(C=CC9)(C(C(C8N6C)(C(=O)OC)O)OC(=O)C)CC)OC)C(=O)OC)O.OS(=O)(=O)O. Drug 2: C1=NC2=C(N=C(N=C2N1C3C(C(C(O3)CO)O)F)Cl)N. Cell line: MDA-MB-435. Synergy scores: CSS=6.98, Synergy_ZIP=-5.07, Synergy_Bliss=-2.34, Synergy_Loewe=-5.37, Synergy_HSA=-3.13. (6) Drug 1: CC(C1=C(C=CC(=C1Cl)F)Cl)OC2=C(N=CC(=C2)C3=CN(N=C3)C4CCNCC4)N. Drug 2: CC1CCCC2(C(O2)CC(NC(=O)CC(C(C(=O)C(C1O)C)(C)C)O)C(=CC3=CSC(=N3)C)C)C. Cell line: CAKI-1. Synergy scores: CSS=25.3, Synergy_ZIP=0.0357, Synergy_Bliss=0.742, Synergy_Loewe=3.31, Synergy_HSA=3.36. (7) Drug 1: COC1=C(C=C2C(=C1)N=CN=C2NC3=CC(=C(C=C3)F)Cl)OCCCN4CCOCC4. Drug 2: C(CN)CNCCSP(=O)(O)O. Cell line: HT29. Synergy scores: CSS=3.20, Synergy_ZIP=-10.3, Synergy_Bliss=-16.5, Synergy_Loewe=-26.3, Synergy_HSA=-15.4.